Predict the product of the given reaction. From a dataset of Forward reaction prediction with 1.9M reactions from USPTO patents (1976-2016). (1) The product is: [CH2:42]([O:41][C:39]([NH:26][S:23]([C:14]1[CH:15]=[CH:16][C:17]([CH2:19][CH:20]([CH3:22])[CH3:21])=[CH:18][C:13]=1[C:10]1[CH:9]=[CH:8][C:7]([CH2:6][N:1]2[CH:5]=[CH:4][N:3]=[CH:2]2)=[CH:12][CH:11]=1)(=[O:24])=[O:25])=[O:40])[CH2:43][CH2:44][CH3:45]. Given the reactants [N:1]1([CH2:6][C:7]2[CH:12]=[CH:11][C:10]([C:13]3[CH:18]=[C:17]([CH2:19][CH:20]([CH3:22])[CH3:21])[CH:16]=[CH:15][C:14]=3[S:23]([NH2:26])(=[O:25])=[O:24])=[CH:9][CH:8]=2)[CH:5]=[CH:4][N:3]=[CH:2]1.N1(C2C=CC=CN=2)CCCC1.Cl[C:39]([O:41][CH2:42][CH2:43][CH2:44][CH3:45])=[O:40].N1(CC2C=CC(C3C=C(CC(C)C)C=CC=3S(NC(C)(C)C)(=O)=O)=CC=2)C=CN=C1, predict the reaction product. (2) Given the reactants Br[C:2]1[N:7]=[C:6]([C:8]2[S:12][C:11]([N:13]3[CH2:18][CH2:17][N:16]([CH3:19])[C:15](=[O:20])[CH2:14]3)=[N:10][CH:9]=2)[CH:5]=[CH:4][CH:3]=1.[NH2:21][C:22]1[CH:27]=[C:26]([CH3:28])[CH:25]=[CH:24][N:23]=1.C1(P(C2C=CC=CC=2)C2C=CC3C(=CC=CC=3)C=2C2C3C(=CC=CC=3)C=CC=2P(C2C=CC=CC=2)C2C=CC=CC=2)C=CC=CC=1.C(=O)([O-])[O-].[Cs+].[Cs+], predict the reaction product. The product is: [CH3:19][N:16]1[CH2:17][CH2:18][N:13]([C:11]2[S:12][C:8]([C:6]3[CH:5]=[CH:4][CH:3]=[C:2]([NH:21][C:22]4[CH:27]=[C:26]([CH3:28])[CH:25]=[CH:24][N:23]=4)[N:7]=3)=[CH:9][N:10]=2)[CH2:14][C:15]1=[O:20]. (3) Given the reactants [I:1][C:2]1[CH:3]=[C:4]2[C:9](=[CH:10][CH:11]=1)[C:8](=[O:12])[NH:7][C:6](=[O:13])/[C:5]/2=[CH:14]/OC.[F:17][C:18]1[C:23]([NH2:24])=[CH:22][CH:21]=[C:20]([N:25]2[CH2:30][CH2:29][N:28]([CH3:31])[CH2:27][CH2:26]2)[N:19]=1.C(N(CC)CC)C, predict the reaction product. The product is: [F:17][C:18]1[C:23]([NH:24]/[CH:14]=[C:5]2\[C:6](=[O:13])[NH:7][C:8](=[O:12])[C:9]3[C:4]\2=[CH:3][C:2]([I:1])=[CH:11][CH:10]=3)=[CH:22][CH:21]=[C:20]([N:25]2[CH2:30][CH2:29][N:28]([CH3:31])[CH2:27][CH2:26]2)[N:19]=1. (4) Given the reactants [C:1]([O:5][C:6](=[O:24])[NH:7][C:8]1([C:12](=[C:14]2C(=O)OC(C)(C)[O:16][C:15]2=O)[OH:13])[CH2:11][CH2:10][CH2:9]1)([CH3:4])([CH3:3])[CH3:2], predict the reaction product. The product is: [C:1]([O:5][C:6]([N:7]1[C:15](=[O:16])[CH:14]=[C:12]([OH:13])[C:8]21[CH2:11][CH2:10][CH2:9]2)=[O:24])([CH3:4])([CH3:3])[CH3:2].